This data is from Catalyst prediction with 721,799 reactions and 888 catalyst types from USPTO. The task is: Predict which catalyst facilitates the given reaction. (1) Reactant: [CH3:1][C:2]([CH2:14][CH2:15][CH2:16][CH:17]([CH3:29])[CH2:18][CH2:19][CH2:20][CH:21]([CH3:28])[CH2:22][CH2:23][CH2:24][CH:25]([CH3:27])[CH3:26])=[CH:3][CH2:4][CH2:5][C:6]([O:8][CH2:9][CH:10]([CH2:12][OH:13])[OH:11])=[O:7]. Product: [CH3:1][C:2]([CH2:14][CH2:15][CH2:16][CH:17]([CH3:29])[CH2:18][CH2:19][CH2:20][CH:21]([CH3:28])[CH2:22][CH2:23][CH2:24][CH:25]([CH3:27])[CH3:26])=[CH:3][CH2:4][CH2:5][C:6]([O:8][CH2:9][CH:10]([CH2:12][OH:13])[OH:11])=[O:7].[OH2:7]. The catalyst class is: 6. (2) Reactant: [C:1]([O:5][C:6]([N:8]1[CH2:11][CH:10]([N+:12]([O-])([CH2:14][CH2:15][N:16]2[C:21]3[N:22]=[C:23]([NH:26][CH3:27])[N:24]=[CH:25][C:20]=3[CH:19]=[C:18]([C:28]3[C:33]([Cl:34])=[C:32]([O:35][CH3:36])[CH:31]=[C:30]([O:37][CH3:38])[C:29]=3[Cl:39])[C:17]2=[O:40])[CH3:13])[CH2:9]1)=[O:7])([CH3:4])([CH3:3])[CH3:2].[NH4+].[Cl-]. Product: [Cl:34][C:33]1[C:32]([O:35][CH3:36])=[CH:31][C:30]([O:37][CH3:38])=[C:29]([Cl:39])[C:28]=1[C:18]1[C:17](=[O:40])[N:16]([CH2:15][CH2:14][N:12]([CH3:13])[CH:10]2[CH2:11][N:8]([C:6]([O:5][C:1]([CH3:3])([CH3:2])[CH3:4])=[O:7])[CH2:9]2)[C:21]2[N:22]=[C:23]([NH:26][CH3:27])[N:24]=[CH:25][C:20]=2[CH:19]=1. The catalyst class is: 284. (3) Reactant: C(NC(C)C)(C)C.C([Li])CCC.[Si:13]([O:30][CH2:31][C:32]1[C:37]([N:38]2[CH2:43][C@H:42]([CH3:44])[O:41][C@H:40]([CH3:45])[CH2:39]2)=[CH:36][C:35]([F:46])=[CH:34][N:33]=1)([C:26]([CH3:29])([CH3:28])[CH3:27])([C:20]1[CH:25]=[CH:24][CH:23]=[CH:22][CH:21]=1)[C:14]1[CH:19]=[CH:18][CH:17]=[CH:16][CH:15]=1.[Cl:47]C(Cl)(Cl)C(Cl)(Cl)Cl. Product: [Si:13]([O:30][CH2:31][C:32]1[C:37]([N:38]2[CH2:39][C@H:40]([CH3:45])[O:41][C@H:42]([CH3:44])[CH2:43]2)=[C:36]([Cl:47])[C:35]([F:46])=[CH:34][N:33]=1)([C:26]([CH3:27])([CH3:29])[CH3:28])([C:14]1[CH:15]=[CH:16][CH:17]=[CH:18][CH:19]=1)[C:20]1[CH:25]=[CH:24][CH:23]=[CH:22][CH:21]=1. The catalyst class is: 49. (4) Reactant: [C:1]([C:3]1[CH:30]=[CH:29][C:6]([CH2:7][N:8]2[C:13]([CH3:14])=[C:12]([C:15]3[CH:20]=[CH:19][CH:18]=[C:17]([C:21]([F:24])([F:23])[F:22])[CH:16]=3)[C:11](=[O:25])[C:10]([C:26]([OH:28])=O)=[CH:9]2)=[CH:5][CH:4]=1)#[N:2].CN(C(ON1N=NC2C=CC=CC1=2)=[N+](C)C)C.[B-](F)(F)(F)F.CCN(C(C)C)C(C)C.[CH2:62]([CH2:64][NH2:65])[OH:63]. Product: [OH:63][CH2:62][CH2:64][NH:65][C:26]([C:10]1[C:11](=[O:25])[C:12]([C:15]2[CH:20]=[CH:19][CH:18]=[C:17]([C:21]([F:24])([F:23])[F:22])[CH:16]=2)=[C:13]([CH3:14])[N:8]([CH2:7][C:6]2[CH:5]=[CH:4][C:3]([C:1]#[N:2])=[CH:30][CH:29]=2)[CH:9]=1)=[O:28]. The catalyst class is: 3. (5) Reactant: [CH2:1]([N:8]1[C:17]2[C:12](=[C:13]([Cl:18])[CH:14]=[CH:15][CH:16]=2)[C:11](=[O:19])[C:10]([CH2:20]O)=[N:9]1)[C:2]1[CH:7]=[CH:6][CH:5]=[CH:4][CH:3]=1.C(N(CC)CC)C.CS([Cl:33])(=O)=O. Product: [CH2:1]([N:8]1[C:17]2[C:12](=[C:13]([Cl:18])[CH:14]=[CH:15][CH:16]=2)[C:11](=[O:19])[C:10]([CH2:20][Cl:33])=[N:9]1)[C:2]1[CH:7]=[CH:6][CH:5]=[CH:4][CH:3]=1. The catalyst class is: 4. (6) Reactant: [Br:1][C:2]1[C:3]([OH:13])=[C:4]([C:10](=[O:12])[CH3:11])[CH:5]=[C:6]([Cl:9])[C:7]=1F.[C-:14]#[N:15].[K+].I[CH3:18].C(=O)([O-])[O-].[K+].[K+]. Product: [C:10]([C:4]1[CH:5]=[C:6]([Cl:9])[C:7]([C:14]#[N:15])=[C:2]([Br:1])[C:3]=1[O:13][CH3:18])(=[O:12])[CH3:11]. The catalyst class is: 42. (7) Reactant: [C:1]1(=[O:7])[O:6][C:4](=[O:5])[CH2:3][CH2:2]1.[C:8]([NH2:12])([CH3:11])([CH3:10])[CH3:9]. Product: [C:8]([NH:12][C:1](=[O:7])[CH2:2][CH2:3][C:4]([OH:6])=[O:5])([CH3:11])([CH3:10])[CH3:9]. The catalyst class is: 4.